From a dataset of Full USPTO retrosynthesis dataset with 1.9M reactions from patents (1976-2016). Predict the reactants needed to synthesize the given product. Given the product [F:18][C:19]([F:28])([F:29])[C:20]1[CH:21]=[C:22]([CH:25]=[CH:26][CH:27]=1)[CH:23]=[N:17][NH:16][C:14]([C:13]1[C:8]([O:1][C:2]2[CH:7]=[CH:6][CH:5]=[CH:4][CH:3]=2)=[N:9][CH:10]=[CH:11][CH:12]=1)=[O:15], predict the reactants needed to synthesize it. The reactants are: [O:1]([C:8]1[C:13]([C:14]([NH:16][NH2:17])=[O:15])=[CH:12][CH:11]=[CH:10][N:9]=1)[C:2]1[CH:7]=[CH:6][CH:5]=[CH:4][CH:3]=1.[F:18][C:19]([F:29])([F:28])[C:20]1[CH:21]=[C:22]([CH:25]=[CH:26][CH:27]=1)[CH:23]=O.O.